Task: Predict the reactants needed to synthesize the given product.. Dataset: Full USPTO retrosynthesis dataset with 1.9M reactions from patents (1976-2016) (1) Given the product [F:22][C:19]1[CH:20]=[CH:21][C:16]([C:14]2[O:13][N:12]=[C:11]([NH:10][C:8](=[O:9])[CH2:7][C:6]([OH:23])=[O:5])[CH:15]=2)=[CH:17][CH:18]=1, predict the reactants needed to synthesize it. The reactants are: [OH-].[Na+].C([O:5][C:6](=[O:23])[CH2:7][C:8]([NH:10][C:11]1[CH:15]=[C:14]([C:16]2[CH:21]=[CH:20][C:19]([F:22])=[CH:18][CH:17]=2)[O:13][N:12]=1)=[O:9])C.C1COCC1. (2) The reactants are: [CH2:1]([O:8][C:9]1[CH:10]=[C:11]2[C:16](=[CH:17][CH:18]=1)[C:15](=[O:19])[CH:14]([Br:20])[CH2:13][CH2:12]2)[C:2]1[CH:7]=[CH:6][CH:5]=[CH:4][CH:3]=1.CCOCC.CO.[BH4-].[Na+].C(O)(=O)C. Given the product [CH2:1]([O:8][C:9]1[CH:10]=[C:11]2[C:16](=[CH:17][CH:18]=1)[CH:15]([OH:19])[CH:14]([Br:20])[CH2:13][CH2:12]2)[C:2]1[CH:3]=[CH:4][CH:5]=[CH:6][CH:7]=1, predict the reactants needed to synthesize it.